Dataset: Forward reaction prediction with 1.9M reactions from USPTO patents (1976-2016). Task: Predict the product of the given reaction. (1) Given the reactants C([O:4][CH2:5][C:6]1[C:7]([N:28]2[N:37]=[CH:36][C:35]3[C:30](=[C:31]([F:42])[CH:32]=[C:33]([C:38]([CH3:41])([CH3:40])[CH3:39])[CH:34]=3)[C:29]2=[O:43])=[N:8][CH:9]=[CH:10][C:11]=1[C:12]1[CH:17]=[C:16]([NH:18][C:19]2[CH:23]=[C:22]([CH3:24])[N:21]([CH3:25])[N:20]=2)[C:15](=[O:26])[N:14]([CH3:27])[N:13]=1)(=O)C.O.[OH-].[Li+], predict the reaction product. The product is: [C:38]([C:33]1[CH:34]=[C:35]2[C:30](=[C:31]([F:42])[CH:32]=1)[C:29](=[O:43])[N:28]([C:7]1[C:6]([CH2:5][OH:4])=[C:11]([C:12]3[CH:17]=[C:16]([NH:18][C:19]4[CH:23]=[C:22]([CH3:24])[N:21]([CH3:25])[N:20]=4)[C:15](=[O:26])[N:14]([CH3:27])[N:13]=3)[CH:10]=[CH:9][N:8]=1)[N:37]=[CH:36]2)([CH3:41])([CH3:39])[CH3:40]. (2) Given the reactants [C:1]([O:5][C:6]([NH:8][C@@H:9]([C@@H:22]([O:25][C@@H:26]([CH2:28][CH2:29][CH:30]=[CH2:31])[CH3:27])[CH2:23][CH3:24])[C:10]([N:12]1[CH2:16][C@H:15]([OH:17])[CH2:14][C@H:13]1[C:18]([O:20]C)=[O:19])=[O:11])=[O:7])([CH3:4])([CH3:3])[CH3:2].OC1CNC(C([O-])=O)C1.C1COCC1.[OH-].[Li+], predict the reaction product. The product is: [C:1]([O:5][C:6]([NH:8][C@@H:9]([C@@H:22]([O:25][C@@H:26]([CH2:28][CH2:29][CH:30]=[CH2:31])[CH3:27])[CH2:23][CH3:24])[C:10]([N:12]1[CH2:16][C@H:15]([OH:17])[CH2:14][C@H:13]1[C:18]([OH:20])=[O:19])=[O:11])=[O:7])([CH3:2])([CH3:4])[CH3:3]. (3) Given the reactants FC1C=C(C=CC=1)COC1C=CC(C=O)=CC=1.[F:18][C:19]1[CH:20]=[C:21]([CH:37]=[CH:38][CH:39]=1)[CH2:22][O:23][C:24]1[CH:36]=[CH:35][C:27]([CH2:28][NH:29][C@@H:30]([CH3:34])[C:31]([NH2:33])=[O:32])=[CH:26][CH:25]=1.[CH3:40][S:41]([O-:44])(=[O:43])=[O:42], predict the reaction product. The product is: [CH3:40][S:41]([OH:44])(=[O:43])=[O:42].[F:18][C:19]1[CH:20]=[C:21]([CH:37]=[CH:38][CH:39]=1)[CH2:22][O:23][C:24]1[CH:25]=[CH:26][C:27]([CH2:28][NH:29][C@@H:30]([CH3:34])[C:31]([NH2:33])=[O:32])=[CH:35][CH:36]=1. (4) Given the reactants [N:1]1[C:10]2[C:5](=[CH:6][CH:7]=[CH:8][CH:9]=2)[CH:4]=[CH:3][C:2]=1[CH:11]=O.[CH3:13][CH:14]([CH3:30])[C:15]([NH:17][C:18]1[CH:23]=[CH:22][CH:21]=[C:20]([CH:24]2[CH2:29][CH2:28][NH:27][CH2:26][CH2:25]2)[CH:19]=1)=[O:16], predict the reaction product. The product is: [CH3:13][CH:14]([CH3:30])[C:15]([NH:17][C:18]1[CH:23]=[CH:22][CH:21]=[C:20]([CH:24]2[CH2:29][CH2:28][N:27]([CH2:11][C:2]3[CH:3]=[CH:4][C:5]4[C:10](=[CH:9][CH:8]=[CH:7][CH:6]=4)[N:1]=3)[CH2:26][CH2:25]2)[CH:19]=1)=[O:16]. (5) Given the reactants [Na].O1C=CC=C1C[NH:8][C:9]1[N:14]=[C:13]([NH:15][C:16]2[CH:21]=[CH:20][CH:19]=[C:18]([C:22]([F:25])([F:24])[F:23])[CH:17]=2)[N:12]=[C:11](OCCC)[N:10]=1.C[O-].[Na+].C1(COC2N=C(NCC3OC=CC=3)N=C(NC3C=CC=C([C:58]([F:61])([F:60])[F:59])C=3)N=2)CC1, predict the reaction product. The product is: [F:59][C:58]([F:61])([F:60])[C:11]1[N:12]=[C:13]([NH:15][C:16]2[CH:21]=[CH:20][CH:19]=[C:18]([C:22]([F:25])([F:24])[F:23])[CH:17]=2)[N:14]=[C:9]([NH2:8])[N:10]=1. (6) Given the reactants Br[C:2]1[CH:3]=[C:4]([CH:10]2[O:14][CH2:13][CH2:12][O:11]2)[CH:5]=[CH:6][C:7]=1[O:8][CH3:9].[Cl:15][C:16]1[CH:17]=[C:18]2[C:22](=[CH:23][CH:24]=1)[NH:21][C:20](=[O:25])[C:19]2=[O:26], predict the reaction product. The product is: [Cl:15][C:16]1[CH:17]=[C:18]2[C:22](=[CH:23][CH:24]=1)[NH:21][C:20](=[O:25])[C:19]2([C:2]1[CH:3]=[C:4]([CH:10]2[O:14][CH2:13][CH2:12][O:11]2)[CH:5]=[CH:6][C:7]=1[O:8][CH3:9])[OH:26]. (7) Given the reactants C(N(CC)CC)C.Cl.[CH3:9][C:10](=[CH2:17])[C:11]([O:13][CH2:14][CH2:15][NH2:16])=[O:12].C1C2NC3C(=CC=CC=3)SC=2C=CC=1.[F:32][C:33]([F:39])([F:38])[S:34](F)(=[O:36])=[O:35], predict the reaction product. The product is: [CH3:17][C:10](=[CH2:9])[C:11]([O:13][CH2:14][CH2:15][NH:16][S:34]([C:33]([F:39])([F:38])[F:32])(=[O:36])=[O:35])=[O:12].